The task is: Predict the product of the given reaction.. This data is from Forward reaction prediction with 1.9M reactions from USPTO patents (1976-2016). (1) Given the reactants [CH3:1][O:2][C:3](=[O:45])[C@@H:4]([NH:32][S:33]([C:36]1[CH:41]=[CH:40][C:39]([N+:42]([O-:44])=[O:43])=[CH:38][CH:37]=1)(=[O:35])=[O:34])[CH2:5][C:6]1[CH:31]=[CH:30][C:9]2[O:10][C@@H:11]([C:14]3[CH:19]=[CH:18][CH:17]=[C:16]([O:20][CH2:21][C:22]4[CH:27]=[CH:26][C:25]([Cl:28])=[C:24]([Cl:29])[CH:23]=4)[CH:15]=3)[CH2:12][O:13][C:8]=2[CH:7]=1.C1(P(C2C=CC=CC=2)C2C=CC=CC=2)C=CC=CC=1.[C:65]1([C@H:71](O)[CH2:72][CH3:73])[CH:70]=[CH:69][CH:68]=[CH:67][CH:66]=1.CC(OC(/N=N/C(OC(C)C)=O)=O)C, predict the reaction product. The product is: [CH3:1][O:2][C:3](=[O:45])[C@@H:4]([N:32]([S:33]([C:36]1[CH:37]=[CH:38][C:39]([N+:42]([O-:44])=[O:43])=[CH:40][CH:41]=1)(=[O:35])=[O:34])[C@H:71]([C:65]1[CH:70]=[CH:69][CH:68]=[CH:67][CH:66]=1)[CH2:72][CH3:73])[CH2:5][C:6]1[CH:31]=[CH:30][C:9]2[O:10][C@@H:11]([C:14]3[CH:19]=[CH:18][CH:17]=[C:16]([O:20][CH2:21][C:22]4[CH:27]=[CH:26][C:25]([Cl:28])=[C:24]([Cl:29])[CH:23]=4)[CH:15]=3)[CH2:12][O:13][C:8]=2[CH:7]=1. (2) Given the reactants [CH2:1]([N:8]1[C:20]2[C:19]3[CH:18]=[C:17]([O:21][CH3:22])[C:16]([C:23]4[C:24]([CH3:29])=[N:25][O:26][C:27]=4[CH3:28])=[CH:15][C:14]=3[N:13]=[C:12]([CH:30]=O)[C:11]=2[O:10][C:9]1=[O:32])[C:2]1[CH:7]=[CH:6][CH:5]=[CH:4][CH:3]=1.[CH3:33][NH:34][CH3:35].[BH-](OC(C)=O)(OC(C)=O)OC(C)=O.[Na+], predict the reaction product. The product is: [CH2:1]([N:8]1[C:20]2[C:19]3[CH:18]=[C:17]([O:21][CH3:22])[C:16]([C:23]4[C:24]([CH3:29])=[N:25][O:26][C:27]=4[CH3:28])=[CH:15][C:14]=3[N:13]=[C:12]([CH2:30][N:34]([CH3:35])[CH3:33])[C:11]=2[O:10][C:9]1=[O:32])[C:2]1[CH:3]=[CH:4][CH:5]=[CH:6][CH:7]=1. (3) Given the reactants C1CCCCC=1.[F:7][C:8]([F:29])([F:28])[CH2:9][CH2:10][CH2:11][CH:12]([NH:17]C(=O)OCC1C=CC=CC=1)[C:13]([OH:16])([CH3:15])[CH3:14].[ClH:30], predict the reaction product. The product is: [ClH:30].[NH2:17][CH:12]([CH2:11][CH2:10][CH2:9][C:8]([F:7])([F:28])[F:29])[C:13]([CH3:14])([OH:16])[CH3:15]. (4) Given the reactants Br[C:2]1[CH:3]=[CH:4][C:5]2[O:9][C:8]([CH:10]3[CH2:15][CH2:14][N:13]([C:16]([O:18][C:19]([CH3:22])(C)[CH3:20])=[O:17])[CH2:12][CH2:11]3)=[N:7][C:6]=2[CH:23]=1.[CH3:24][C:25]1([CH3:41])[C:29]([CH3:31])([CH3:30])[O:28][B:27]([B:27]2[O:28][C:29]([CH3:31])([CH3:30])[C:25]([CH3:41])([CH3:24])[O:26]2)[O:26]1.C([O-])(=O)C.[K+].C(Cl)Cl, predict the reaction product. The product is: [CH3:24][C:25]1([CH3:41])[C:29]([CH3:31])([CH3:30])[O:28][B:27]([C:2]2[CH:3]=[CH:4][C:5]3[O:9][C:8]([CH:10]4[CH2:15][CH2:14][N:13]([C:16]([O:18][CH:19]([CH3:20])[CH3:22])=[O:17])[CH2:12][CH2:11]4)=[N:7][C:6]=3[CH:23]=2)[O:26]1. (5) The product is: [CH:1]1([C@H:7]2[CH2:11][N:10]([C:12]([O:14][C:15]([CH3:16])([CH3:17])[CH3:18])=[O:13])[C@@H:9]([CH:19]=[O:20])[CH2:8]2)[CH2:2][CH2:3][CH2:4][CH2:5][CH2:6]1. Given the reactants [CH:1]1([C@H:7]2[CH2:11][N:10]([C:12]([O:14][C:15]([CH3:18])([CH3:17])[CH3:16])=[O:13])[C@H:9]([CH:19]=[O:20])[CH2:8]2)[CH2:6][CH2:5][CH2:4][CH2:3][CH2:2]1.C1CCN2C(=NCCC2)CC1, predict the reaction product.